Dataset: Forward reaction prediction with 1.9M reactions from USPTO patents (1976-2016). Task: Predict the product of the given reaction. Given the reactants [F:1][C:2]1[CH:3]=[C:4]2[C:9](=[CH:10][CH:11]=1)[O:8][C:7]([C@@H:12]([NH:14][C:15]([C:17]1[C:18]([NH:26]C(=O)OC(C)(C)C)=[N:19][N:20]3[CH:25]=[CH:24][CH:23]=[N:22][C:21]=13)=[O:16])[CH3:13])=[C:6]([C:34]1[CH:39]=[CH:38][CH:37]=[CH:36][CH:35]=1)[C:5]2=[O:40].C(O)(C(F)(F)F)=O.C(=O)(O)[O-], predict the reaction product. The product is: [NH2:26][C:18]1[C:17]([C:15]([NH:14][C@H:12]([C:7]2[O:8][C:9]3[C:4]([C:5](=[O:40])[C:6]=2[C:34]2[CH:35]=[CH:36][CH:37]=[CH:38][CH:39]=2)=[CH:3][C:2]([F:1])=[CH:11][CH:10]=3)[CH3:13])=[O:16])=[C:21]2[N:22]=[CH:23][CH:24]=[CH:25][N:20]2[N:19]=1.